This data is from Reaction yield outcomes from USPTO patents with 853,638 reactions. The task is: Predict the reaction yield, written as a fraction of the theoretical maximum amount of product (1.0 means a 100% yield; for example, 0.34 means a 34% yield). (1) The reactants are CO[C:3](=[O:15])[C:4]1[C:9]([N+:10]([O-:12])=[O:11])=[CH:8][CH:7]=[CH:6][C:5]=1[CH2:13]Br.[NH2:16][C:17]1[CH:22]=[CH:21][CH:20]=[CH:19][CH:18]=1.N1C=CC=CC=1. The catalyst is C(O)C. The product is [N+:10]([C:9]1[CH:8]=[CH:7][CH:6]=[C:5]2[C:4]=1[C:3](=[O:15])[N:16]([C:17]1[CH:22]=[CH:21][CH:20]=[CH:19][CH:18]=1)[CH2:13]2)([O-:12])=[O:11]. The yield is 0.629. (2) The yield is 0.950. The reactants are [CH3:1][O:2][C:3]([C:5]1[N:6]=[C:7]([NH2:10])[S:8][CH:9]=1)=[O:4].[C:11](O[C:11]([O:13][C:14]([CH3:17])([CH3:16])[CH3:15])=[O:12])([O:13][C:14]([CH3:17])([CH3:16])[CH3:15])=[O:12]. The catalyst is CN(C)C1C=CN=CC=1.ClCCl.O1CCCC1. The product is [CH3:1][O:2][C:3]([C:5]1[N:6]=[C:7]([NH:10][C:11]([O:13][C:14]([CH3:17])([CH3:16])[CH3:15])=[O:12])[S:8][CH:9]=1)=[O:4]. (3) The reactants are [OH:1][CH:2]([C:7]1[C:8]([CH3:23])=[N:9][C:10]2[N:11]([N:20]=[CH:21][CH:22]=2)[C:12]=1[C:13]1[CH:18]=[CH:17][C:16]([CH3:19])=[CH:15][CH:14]=1)[C:3]([O:5][CH3:6])=[O:4].Cl(O)(=O)(=O)=O. The catalyst is C(OC(C)(C)C)(=O)C. The product is [C:7]([O:1][CH:2]([C:7]1[C:8]([CH3:23])=[N:9][C:10]2[N:11]([N:20]=[CH:21][CH:22]=2)[C:12]=1[C:13]1[CH:18]=[CH:17][C:16]([CH3:19])=[CH:15][CH:14]=1)[C:3]([O:5][CH3:6])=[O:4])([CH3:8])([CH3:12])[CH3:2]. The yield is 0.551. (4) The reactants are [F:1][C:2]1[CH:3]=[CH:4][C:5]([O:10][C:11]2[CH:12]=[C:13]3[C:17](=[CH:18][CH:19]=2)[N:16]([CH2:20][CH:21]([CH3:23])[CH3:22])[N:15]=[CH:14]3)=[C:6]([CH:9]=1)[CH2:7][NH2:8].CCN(C(C)C)C(C)C.ClC(Cl)(O[C:37](=[O:43])OC(Cl)(Cl)Cl)Cl.[C:45]([C:49]1[O:53][N:52]=[C:51]([NH2:54])[CH:50]=1)([CH3:48])([CH3:47])[CH3:46]. The catalyst is ClCCl. The product is [C:45]([C:49]1[O:53][N:52]=[C:51]([NH:54][C:37]([NH:8][CH2:7][C:6]2[CH:9]=[C:2]([F:1])[CH:3]=[CH:4][C:5]=2[O:10][C:11]2[CH:12]=[C:13]3[C:17](=[CH:18][CH:19]=2)[N:16]([CH2:20][CH:21]([CH3:23])[CH3:22])[N:15]=[CH:14]3)=[O:43])[CH:50]=1)([CH3:48])([CH3:47])[CH3:46]. The yield is 0.440. (5) The reactants are Cl[C:2]1[C:11]2[C:6](=[CH:7][C:8]([S:12]([NH:15][C:16]3[CH:21]=[CH:20][N:19]=[CH:18][N:17]=3)(=[O:14])=[O:13])=[CH:9][CH:10]=2)[CH:5]=[CH:4][N:3]=1.[F:22][C:23]1[N:28]=[C:27]([O:29][CH3:30])[C:26](B(O)O)=[CH:25][CH:24]=1.FC1C(B(O)O)=CC=C(OC)N=1.C([O-])([O-])=O.[K+].[K+].FC1N=C(OC)C(C2C3C(=CC(S(NC4C=CN=CN=4)(=O)=O)=CC=3)C=CN=2)=CC=1. The catalyst is O.C1C=CC([P]([Pd]([P](C2C=CC=CC=2)(C2C=CC=CC=2)C2C=CC=CC=2)([P](C2C=CC=CC=2)(C2C=CC=CC=2)C2C=CC=CC=2)[P](C2C=CC=CC=2)(C2C=CC=CC=2)C2C=CC=CC=2)(C2C=CC=CC=2)C2C=CC=CC=2)=CC=1.CC(O)C.O1CCOCC1. The product is [F:22][C:23]1[C:24]([C:2]2[C:11]3[C:6](=[CH:7][C:8]([S:12]([NH:15][C:16]4[CH:21]=[CH:20][N:19]=[CH:18][N:17]=4)(=[O:14])=[O:13])=[CH:9][CH:10]=3)[CH:5]=[CH:4][N:3]=2)=[CH:25][CH:26]=[C:27]([O:29][CH3:30])[N:28]=1. The yield is 0.490. (6) The reactants are Br[C:2]1[CH:3]=[C:4]([NH:10][C:11]2[S:12][C:13]3[CH2:14][N:15]([CH3:20])[CH2:16][CH2:17][C:18]=3[N:19]=2)[C:5](=[O:9])[N:6]([CH3:8])[CH:7]=1.[B:21]1([B:21]2[O:25][C:24]([CH3:27])([CH3:26])[C:23]([CH3:29])([CH3:28])[O:22]2)[O:25][C:24]([CH3:27])([CH3:26])[C:23]([CH3:29])([CH3:28])[O:22]1.CC(C1C=C(C(C)C)C(C2C=CC=CC=2P(C2CCCCC2)C2CCCCC2)=C(C(C)C)C=1)C.C([O-])(=O)C.[K+]. The catalyst is O1CCOCC1.C1C=CC(/C=C/C(/C=C/C2C=CC=CC=2)=O)=CC=1.C1C=CC(/C=C/C(/C=C/C2C=CC=CC=2)=O)=CC=1.C1C=CC(/C=C/C(/C=C/C2C=CC=CC=2)=O)=CC=1.[Pd].[Pd]. The product is [CH3:8][N:6]1[CH:7]=[C:2]([B:21]2[O:25][C:24]([CH3:27])([CH3:26])[C:23]([CH3:29])([CH3:28])[O:22]2)[CH:3]=[C:4]([NH:10][C:11]2[S:12][C:13]3[CH2:14][N:15]([CH3:20])[CH2:16][CH2:17][C:18]=3[N:19]=2)[C:5]1=[O:9]. The yield is 0.860.